Dataset: Catalyst prediction with 721,799 reactions and 888 catalyst types from USPTO. Task: Predict which catalyst facilitates the given reaction. (1) Reactant: C(O[C:4](=[C:7]([C:10]#[N:11])[C:8]#[N:9])[CH2:5][CH3:6])C.[CH3:12][O:13][C:14]1[CH:19]=[CH:18][CH:17]=[CH:16][C:15]=1[NH:20][NH2:21].C(N(CC)CC)C. Product: [NH2:11][C:10]1[N:20]([C:15]2[CH:16]=[CH:17][CH:18]=[CH:19][C:14]=2[O:13][CH3:12])[N:21]=[C:4]([CH2:5][CH3:6])[C:7]=1[C:8]#[N:9]. The catalyst class is: 412. (2) Reactant: [Cl:1][C:2]1[C:3]([F:31])=[C:4]([CH:8]2[C:12]([C:15]3[CH:20]=[CH:19][C:18]([Cl:21])=[CH:17][C:16]=3[F:22])([C:13]#[N:14])[CH:11]([CH2:23][C:24]([CH3:27])([CH3:26])[CH3:25])[NH:10][CH:9]2[C:28](O)=[O:29])[CH:5]=[CH:6][CH:7]=1.[CH3:32]N(C(ON1N=NC2C=CC=NC1=2)=[N+](C)C)C.F[P-](F)(F)(F)(F)F.CCN(C(C)C)C(C)C.[NH2:65][C:66]1[CH:74]=[CH:73][C:69]([C:70]([OH:72])=[O:71])=[C:68]([C:75]([F:78])([F:77])[F:76])[CH:67]=1. Product: [CH3:32][O:71][C:70](=[O:72])[C:69]1[CH:73]=[CH:74][C:66]([NH:65][C:28]([C@H:9]2[C@H:8]([C:4]3[CH:5]=[CH:6][CH:7]=[C:2]([Cl:1])[C:3]=3[F:31])[C@:12]([C:15]3[CH:20]=[CH:19][C:18]([Cl:21])=[CH:17][C:16]=3[F:22])([C:13]#[N:14])[C@H:11]([CH2:23][C:24]([CH3:26])([CH3:25])[CH3:27])[NH:10]2)=[O:29])=[CH:67][C:68]=1[C:75]([F:76])([F:77])[F:78]. The catalyst class is: 2. (3) Reactant: [NH2:1][C:2]1[N:7]=[CH:6][C:5]([C:8]2[C:9]3[CH:36]=[C:35]([Cl:37])[CH:34]=[CH:33][C:10]=3[N:11]([CH2:24][C:25]3[CH:30]=[CH:29][C:28]([O:31][CH3:32])=[CH:27][CH:26]=3)[C:12](=[O:23])[CH:13]([CH2:15][C:16]3[CH:21]=[CH:20][CH:19]=[CH:18][C:17]=3[Cl:22])[N:14]=2)=[CH:4][CH:3]=1.[Cl-].[Al+3].[Cl-].[Cl-].C(OCC)(=O)C. Product: [NH2:1][C:2]1[N:7]=[CH:6][C:5]([C:8]2[C:9]3[CH:36]=[C:35]([Cl:37])[CH:34]=[CH:33][C:10]=3[N:11]([CH2:24][C:25]3[CH:30]=[CH:29][C:28]([O:31][CH3:32])=[CH:27][CH:26]=3)[C:12](=[O:23])[CH:13]([CH2:15][C:16]3[CH:21]=[CH:20][CH:19]=[CH:18][C:17]=3[Cl:22])[N:14]=2)=[CH:4][CH:3]=1.[NH2:1][C:2]1[N:7]=[CH:6][C:5]([C:8]2[C:9]3[CH:36]=[C:35]([Cl:37])[CH:34]=[CH:33][C:10]=3[NH:11][C:12](=[O:23])[CH:13]([CH2:15][C:16]3[CH:21]=[CH:20][CH:19]=[CH:18][C:17]=3[Cl:22])[N:14]=2)=[CH:4][CH:3]=1. The catalyst class is: 520. (4) Reactant: [N:1]1([CH2:6][CH2:7][CH2:8][C:9]2[CH:14]=[CH:13][C:12]([NH:15][C:16]3[N:21]=[CH:20][C:19]([NH2:22])=[CH:18][N:17]=3)=[CH:11][CH:10]=2)[CH2:5][CH2:4][CH2:3][CH2:2]1.[Cl:23][C:24]1[CH:32]=[CH:31][CH:30]=[C:29]([Cl:33])[C:25]=1[C:26](Cl)=[O:27].C(N(CC)CC)C.C([O-])(O)=O.[Na+]. Product: [Cl:23][C:24]1[CH:32]=[CH:31][CH:30]=[C:29]([Cl:33])[C:25]=1[C:26]([NH:22][C:19]1[CH:20]=[N:21][C:16]([NH:15][C:12]2[CH:11]=[CH:10][C:9]([CH2:8][CH2:7][CH2:6][N:1]3[CH2:5][CH2:4][CH2:3][CH2:2]3)=[CH:14][CH:13]=2)=[N:17][CH:18]=1)=[O:27]. The catalyst class is: 1. (5) Reactant: [CH2:1]([CH:3]=[CH:4][PH:5](=[O:7])[OH:6])[CH3:2].[CH2:8](O)[CH2:9][CH2:10][CH2:11][OH:12]. Product: [CH2:1]([CH:3]=[CH:4][PH:5](=[O:6])[O:7][CH2:8][CH2:9][CH2:10][CH2:11][OH:12])[CH3:2]. The catalyst class is: 11. (6) Reactant: [C:1]([C:3]1[CH:8]=[C:7]([CH3:9])[CH:6]=[CH:5][C:4]=1[C:10]1[CH:15]=[C:14](B2OC(C)(C)C(C)(C)O2)[CH:13]=[C:12]([C:25]([O:27]C)=[O:26])[CH:11]=1)#[N:2].Br[C:30]1[CH:37]=[N:36][CH:35]=[CH:34][C:31]=1[C:32]#[N:33].C(=O)([O-])[O-].[Cs+].[Cs+].O. Product: [C:1]([C:3]1[CH:8]=[C:7]([CH3:9])[CH:6]=[CH:5][C:4]=1[C:10]1[CH:15]=[C:14]([C:34]2[CH:35]=[N:36][CH:37]=[CH:30][C:31]=2[C:32]#[N:33])[CH:13]=[C:12]([C:25]([OH:27])=[O:26])[CH:11]=1)#[N:2]. The catalyst class is: 711. (7) Reactant: Br[CH2:2][C:3]#[N:4].[Cl:5][C:6]1[N:14]=[C:13]2[C:9]([NH:10][C:11](=[O:20])[N:12]2[CH:15]2[CH2:19][CH2:18][CH2:17][CH2:16]2)=[CH:8][N:7]=1.[H-].[Na+].CCCC(C)C. Product: [Cl:5][C:6]1[N:14]=[C:13]2[C:9]([N:10]([CH2:2][C:3]#[N:4])[C:11](=[O:20])[N:12]2[CH:15]2[CH2:19][CH2:18][CH2:17][CH2:16]2)=[CH:8][N:7]=1. The catalyst class is: 287. (8) Reactant: [N+:1]([C:4]1[CH:5]=[CH:6][CH:7]=[C:8]2[C:13]=1[C:12](=[O:14])[N:11]([C:15]1[CH:20]=[CH:19][CH:18]=[C:17]([C:21]([F:24])([F:23])[F:22])[CH:16]=1)[CH2:10][CH2:9]2)([O-])=O.[H][H]. Product: [NH2:1][C:4]1[CH:5]=[CH:6][CH:7]=[C:8]2[C:13]=1[C:12](=[O:14])[N:11]([C:15]1[CH:20]=[CH:19][CH:18]=[C:17]([C:21]([F:24])([F:22])[F:23])[CH:16]=1)[CH2:10][CH2:9]2. The catalyst class is: 99.